This data is from Full USPTO retrosynthesis dataset with 1.9M reactions from patents (1976-2016). The task is: Predict the reactants needed to synthesize the given product. (1) Given the product [Br:18][C:19]1[C:20]([OH:28])=[C:21]([C:24](=[O:25])[CH2:10][C:9]([N:12]2[CH2:17][CH2:16][O:15][CH2:14][CH2:13]2)=[O:11])[S:22][CH:23]=1, predict the reactants needed to synthesize it. The reactants are: C([N-]C(C)C)(C)C.[Li+].[C:9]([N:12]1[CH2:17][CH2:16][O:15][CH2:14][CH2:13]1)(=[O:11])[CH3:10].[Br:18][C:19]1[C:20]([OH:28])=[C:21]([C:24](OC)=[O:25])[S:22][CH:23]=1. (2) Given the product [CH3:26][O:27][C:28]1[CH:33]=[CH:32][C:31]([C:2]2[C:11]3[C:6](=[CH:7][CH:8]=[CH:9][CH:10]=3)[C:5]([N:12]3[CH2:17][CH2:16][N:15]([C:18]([O:20][C:21]([CH3:24])([CH3:23])[CH3:22])=[O:19])[C@@H:14]([CH3:25])[CH2:13]3)=[N:4][N:3]=2)=[CH:30][CH:29]=1, predict the reactants needed to synthesize it. The reactants are: Cl[C:2]1[C:11]2[C:6](=[CH:7][CH:8]=[CH:9][CH:10]=2)[C:5]([N:12]2[CH2:17][CH2:16][N:15]([C:18]([O:20][C:21]([CH3:24])([CH3:23])[CH3:22])=[O:19])[C@@H:14]([CH3:25])[CH2:13]2)=[N:4][N:3]=1.[CH3:26][O:27][C:28]1[CH:33]=[CH:32][C:31](B(O)O)=[CH:30][CH:29]=1.[F-].[Cs+]. (3) Given the product [C:41]([NH:1][CH2:2][CH2:3][CH2:4][C@H:5]([NH:9][C:10]([C:12]1[C:13](=[O:29])[N:14]([CH2:18][C:19]2[CH:20]=[CH:21][C:22]([C:25]([F:26])([F:27])[F:28])=[CH:23][CH:24]=2)[CH:15]=[CH:16][CH:17]=1)=[O:11])[C:6]([OH:8])=[O:7])(=[NH:46])[CH3:42].[C:30]([OH:36])([C:32]([F:35])([F:34])[F:33])=[O:31], predict the reactants needed to synthesize it. The reactants are: [NH2:1][CH2:2][CH2:3][CH2:4][C@H:5]([NH:9][C:10]([C:12]1[C:13](=[O:29])[N:14]([CH2:18][C:19]2[CH:24]=[CH:23][C:22]([C:25]([F:28])([F:27])[F:26])=[CH:21][CH:20]=2)[CH:15]=[CH:16][CH:17]=1)=[O:11])[C:6]([OH:8])=[O:7].[C:30]([OH:36])([C:32]([F:35])([F:34])[F:33])=[O:31].C(O)C.Cl.[C:41](=[NH:46])(OCC)[CH3:42]. (4) Given the product [Br:9][C:10]1[CH:11]=[C:12]([F:17])[C:13]([O:8][CH2:7][C:4]2([F:18])[CH2:5][CH2:6][O:1][CH2:2][CH2:3]2)=[N:14][CH:15]=1, predict the reactants needed to synthesize it. The reactants are: [O:1]1[CH2:6][CH2:5][CH:4]([CH2:7][OH:8])[CH2:3][CH2:2]1.[Br:9][C:10]1[CH:11]=[C:12]([F:17])[C:13](F)=[N:14][CH:15]=1.[F:18]C1C=CC(S(N)(=O)=O)=CC=1[N+]([O-])=O. (5) Given the product [F:1][C:2]1[CH:35]=[CH:34][C:5]([CH2:6][C:7]2[CH:16]=[C:15]3[C:10]([C:11]([O-:33])=[C:12]([C:26]([NH:28][CH2:29][CH2:30][O:31][CH3:32])=[O:27])[C:13](=[O:25])[N:14]3[CH2:17][CH2:18][N:19]3[CH2:23][CH2:22][CH2:21][C:20]3=[O:24])=[N:9][CH:8]=2)=[CH:4][CH:3]=1.[Na+:37], predict the reactants needed to synthesize it. The reactants are: [F:1][C:2]1[CH:35]=[CH:34][C:5]([CH2:6][C:7]2[CH:16]=[C:15]3[C:10]([C:11]([OH:33])=[C:12]([C:26]([NH:28][CH2:29][CH2:30][O:31][CH3:32])=[O:27])[C:13](=[O:25])[N:14]3[CH2:17][CH2:18][N:19]3[CH2:23][CH2:22][CH2:21][C:20]3=[O:24])=[N:9][CH:8]=2)=[CH:4][CH:3]=1.[OH-].[Na+:37]. (6) Given the product [CH2:30]([S:27]([N:24]1[CH2:23][CH2:22][CH:21]([C:5]2[C:4]3[C:8](=[C:9]([C:11]#[N:12])[CH:10]=[C:2]([O:40][C:37]4[CH:38]=[CH:39][C:34]([O:33][CH3:32])=[CH:35][CH:36]=4)[CH:3]=3)[N:7]([CH2:13][O:14][CH2:15][CH2:16][Si:17]([CH3:20])([CH3:18])[CH3:19])[CH:6]=2)[CH2:26][CH2:25]1)(=[O:29])=[O:28])[CH3:31], predict the reactants needed to synthesize it. The reactants are: Br[C:2]1[CH:3]=[C:4]2[C:8](=[C:9]([C:11]#[N:12])[CH:10]=1)[N:7]([CH2:13][O:14][CH2:15][CH2:16][Si:17]([CH3:20])([CH3:19])[CH3:18])[CH:6]=[C:5]2[CH:21]1[CH2:26][CH2:25][N:24]([S:27]([CH2:30][CH3:31])(=[O:29])=[O:28])[CH2:23][CH2:22]1.[CH3:32][O:33][C:34]1[CH:39]=[CH:38][C:37]([OH:40])=[CH:36][CH:35]=1.CN(C)CC(O)=O.Cl.C([O-])([O-])=O.[Cs+].[Cs+]. (7) Given the product [Br:14][CH2:1][C:2]1[CH:9]=[CH:8][C:5]([C:6]#[N:7])=[CH:4][C:3]=1[C:10]([F:11])([F:12])[F:13], predict the reactants needed to synthesize it. The reactants are: [CH3:1][C:2]1[CH:9]=[CH:8][C:5]([C:6]#[N:7])=[CH:4][C:3]=1[C:10]([F:13])([F:12])[F:11].[Br:14]N1C(=O)CCC1=O. (8) Given the product [F:22][C:4]1[CH:3]=[C:2]([C:28]2[CH:27]=[CH:26][N:25]=[C:24]([CH3:23])[CH:29]=2)[CH:7]=[CH:6][C:5]=1[CH2:8][N:9]1[CH2:14][CH2:13][N:12]([C:15]([O:17][C:18]([CH3:21])([CH3:20])[CH3:19])=[O:16])[CH2:11][CH2:10]1, predict the reactants needed to synthesize it. The reactants are: Br[C:2]1[CH:7]=[CH:6][C:5]([CH2:8][N:9]2[CH2:14][CH2:13][N:12]([C:15]([O:17][C:18]([CH3:21])([CH3:20])[CH3:19])=[O:16])[CH2:11][CH2:10]2)=[C:4]([F:22])[CH:3]=1.[CH3:23][C:24]1[CH:29]=[C:28](B(O)O)[CH:27]=[CH:26][N:25]=1.C(=O)([O-])[O-].[K+].[K+].O1CCOCC1.